This data is from Catalyst prediction with 721,799 reactions and 888 catalyst types from USPTO. The task is: Predict which catalyst facilitates the given reaction. (1) The catalyst class is: 4. Reactant: [CH2:1]([NH:3][CH2:4][CH3:5])[CH3:2].Cl[S:7]([C:10]1[CH:11]=[C:12]([CH:16]=[CH:17][CH:18]=1)[C:13]([OH:15])=[O:14])(=[O:9])=[O:8]. Product: [CH2:1]([N:3]([CH2:4][CH3:5])[S:7]([C:10]1[CH:11]=[C:12]([CH:16]=[CH:17][CH:18]=1)[C:13]([OH:15])=[O:14])(=[O:9])=[O:8])[CH3:2]. (2) Reactant: [CH2:1]([N:8]1[CH2:15][CH2:14][CH2:13][C@H:9]1[C:10]([OH:12])=O)[C:2]1[CH:7]=[CH:6][CH:5]=[CH:4][CH:3]=1.S(Cl)([Cl:18])=O.[NH2:20][C:21]1[CH:34]=[CH:33][C:32]([Cl:35])=[CH:31][C:22]=1[C:23]([C:25]1[CH:30]=[CH:29][CH:28]=[CH:27][CH:26]=1)=[O:24]. Product: [ClH:18].[CH2:1]([N:8]1[CH2:15][CH2:14][CH2:13][C@H:9]1[C:10]([NH:20][C:21]1[CH:34]=[CH:33][C:32]([Cl:35])=[CH:31][C:22]=1[C:23]([C:25]1[CH:26]=[CH:27][CH:28]=[CH:29][CH:30]=1)=[O:24])=[O:12])[C:2]1[CH:3]=[CH:4][CH:5]=[CH:6][CH:7]=1. The catalyst class is: 10.